Dataset: Experimentally validated miRNA-target interactions with 360,000+ pairs, plus equal number of negative samples. Task: Binary Classification. Given a miRNA mature sequence and a target amino acid sequence, predict their likelihood of interaction. (1) The miRNA is hsa-miR-30b-3p with sequence CUGGGAGGUGGAUGUUUACUUC. The protein sequence of the target gene is MPVTVTRTTITTTTTSSSGLGSPMIVGSPRALTQPLGLLRLLQLVSTCVAFSLVASVGAWTGSMGNWSMFTWCFCFSVTLIILIVELCGLQARFPLSWRNFPITFACYAALFCLSASIIYPTTYVQFLSHGRSRDHAIAATFFSCIACVAYATEVAWTRARPGEITGYMATVPGLLKVLETFVACIIFAFISDPNLYQHQPALEWCVAVYAICFILAAIAILLNLGECTNVLPIPFPSFLSGLALLSVLLYATALVLWPLYQFDEKYGGQPRRSRDVSCSRSHAYYVCAWDRRLAVAILT.... Result: 1 (interaction). (2) The miRNA is hsa-miR-488-3p with sequence UUGAAAGGCUAUUUCUUGGUC. The protein sequence of the target gene is MLGQVVTLILLLLLKVYQGKGCQGSADHVVSISGVPLQLQPNSIQTKVDSIAWKKLLPSQNGFHHILKWENGSLPSNTSNDRFSFIVKNLSLLIKAAQQQDSGLYCLEVTSISGKVQTATFQVFVFESLLPDKVEKPRLQGQGKILDRGRCQVALSCLVSRDGNVSYAWYRGSKLIQTAGNLTYLDEEVDINGTHTYTCNVSNPVSWESHTLNLTQDCQNAHQEFRFWPFLVIIVILSALFLGTLACFCVWRRKRKEKQSETSPKEFLTIYEDVKDLKTRRNHEQEQTFPGGGSTIYSMI.... Result: 0 (no interaction). (3) The miRNA is hsa-miR-4289 with sequence GCAUUGUGCAGGGCUAUCA. The protein sequence of the target gene is MESCYNPGLDGIIEYDDFKLNSSIVEPKEPAPETADGPYLVIVEQPKQRGFRFRYGCEGPSHGGLPGASSEKGRKTYPTVKICNYEGPAKIEVDLVTHSDPPRAHAHSLVGKQCSELGICAVSVGPKDMTAQFNNLGVLHVTKKNMMGTMIQKLQRQRLRSRPQGLTEAEQRELEQEAKELKKVMDLSIVRLRFSAFLRASDGSFSLPLKPVISQPIHDSKSPGASNLKISRMDKTAGSVRGGDEVYLLCDKVQKDDIEVRFYEDDENGWQAFGDFSPTDVHKQYAIVFRTPPYHKMKIE.... Result: 0 (no interaction). (4) The miRNA is hsa-miR-3116 with sequence UGCCUGGAACAUAGUAGGGACU. The protein sequence of the target gene is MKRKSERRSSWAAAPPCSRRCSSTSPGVKKIRSSTQQDPRRRDPQDDVYLDITDRLCFAILYSRPKSASNVHYFSIDNELEYENFYADFGPLNLAMVYRYCCKINKKLKSITMLRKKIVHFTGSDQRKQANAAFLVGCYMVIYLGRTPEEAYRILIFGETSYIPFRDAAYGSCNFYITLLDCFHAVKKAMQYGFLNFNSFNLDEYEHYEKAENGDLNWIIPDRFIAFCGPHSRARLESGYHQHSPETYIQYFKNHNVTTIIRLNKRMYDAKRFTDAGFDHHDLFFADGSTPTDAIVKEFL.... Result: 1 (interaction). (5) The miRNA is hsa-miR-4671-3p with sequence UUAGUGCAUAGUCUUUGGUCU. The protein sequence of the target gene is MQRRGALFGMPGGSGGRKMAAGDIGELLVPHMPTIRVPRSGDRVYKNECAFSYDSPNSEGGLYVCMNTFLAFGREHVERHFRKTGQSVYMHLKRHVREKVRGASGGALPKRRNSKIFLDLDTDDDLNSDDYEYEDEAKLVIFPDHYEIALPNIEELPALVTIACDAVLSSKSPYRKQDPDTWENELPVSKYANNLTQLDNGVRIPPSGWKCARCDLRENLWLNLTDGSVLCGKWFFDSSGGNGHALEHYRDMGYPLAVKLGTITPDGADVYSFQEEEPVLDPHLAKHLAHFGIDMLHMHG.... Result: 1 (interaction). (6) The miRNA is mmu-miR-744-5p with sequence UGCGGGGCUAGGGCUAACAGCA. The protein sequence of the target gene is MDCVIFEEVAVNFTPEEWALLDHAQRSLYRDVMLETCRNLASLDCYIYVRTSGSSSQRDVFGNGISNDEEIVKFTGSDSWSIFGENWRFDNTGDQHQIPQRHLRSQLGRLCESNEGHQCGETLSQTANLLVHKSYPTEAKPSECTKCGKAFENRQRSHTGQRPCKECGQACSCLSCQSPPMKTQTVEKPCNCQDSRTASVTYVKSLSSKKSYECQKCGKAFICPSSFRGHVNSHHGQKTHACKVCGKTFMYYSYLTRHVRTHTGEKPYECKECGKAFSCPSYFREHVRTHTGEKPYECKH.... Result: 0 (no interaction). (7) The miRNA is hsa-miR-6833-3p with sequence UUUCUCUCUCCACUUCCUCAG. The protein sequence of the target gene is MLGKGGVGGGGGTKAPKPSFVSYVRPEEIHTDEKEVTEKEVTLHLLPGEQLLCEASTVLKYVQEDSCQRGVYGRLVCTDFKISFLGDEDSALDNGGEAQFKNKIIGVNDVPLHCVDQIYGVFDEKKKPLFGQLKKYPEKLVIHCKDLRVLHFCLRYTKEEEVKRIVSGIIHHTQSPKLLKRLFLFSYAAAVHGTATDSRNCTVMFDTPKDWCWELERTKGSVKYRTVSVNEGYRVSDRLPAYFVVPTPLPEDDVRRFQGHGIPIWCWSCHNGSALLKMSALPKEQDDGALQVQKSFLDGI.... Result: 0 (no interaction).